Dataset: Full USPTO retrosynthesis dataset with 1.9M reactions from patents (1976-2016). Task: Predict the reactants needed to synthesize the given product. (1) Given the product [CH:54]12[N:57]([C:19]([C:16]3[N:8]4[CH:9]=[C:10]([C:12]([F:13])([F:14])[F:15])[CH:11]=[C:6]([C:5]5[O:1][CH:2]=[N:3][CH:4]=5)[C:7]4=[N:18][CH:17]=3)=[O:21])[CH:50]([CH2:56][CH2:55]1)[CH2:51][O:52][CH2:53]2, predict the reactants needed to synthesize it. The reactants are: [O:1]1[C:5]([C:6]2[C:7]3[N:8]([C:16]([C:19]([OH:21])=O)=[CH:17][N:18]=3)[CH:9]=[C:10]([C:12]([F:15])([F:14])[F:13])[CH:11]=2)=[CH:4][N:3]=[CH:2]1.F[P-](F)(F)(F)(F)F.C(C(=NO[C+](N(C)C)N1CCOCC1)C(OCC)=O)#N.Cl.[CH:50]12[NH:57][CH:54]([CH2:55][CH2:56]1)[CH2:53][O:52][CH2:51]2.C(=O)(O)[O-].[Na+]. (2) Given the product [ClH:25].[C:1]([C:3]1[CH:4]=[C:5]([C:13]2[N:23]=[C:22]([CH3:24])[CH:21]=[CH:20][C:14]=2[C:15]([O:17][CH2:18][CH3:19])=[O:16])[CH:6]=[CH:7][C:8]=1[OH:9])#[N:2], predict the reactants needed to synthesize it. The reactants are: [C:1]([C:3]1[CH:4]=[C:5]([C:13]2[N:23]=[C:22]([CH3:24])[CH:21]=[CH:20][C:14]=2[C:15]([O:17][CH2:18][CH3:19])=[O:16])[CH:6]=[CH:7][C:8]=1[O:9]COC)#[N:2].[ClH:25].O1CCOCC1. (3) Given the product [Br-:10].[CH3:1][N+:2]([CH3:3])=[C:14]1[C:13]([C:23]2[CH:28]=[CH:27][CH:26]=[CH:25][CH:24]=2)([C:17]2[CH:22]=[CH:21][CH:20]=[CH:19][CH:18]=2)[CH2:12][CH2:11][O:15]1, predict the reactants needed to synthesize it. The reactants are: [CH3:1][NH:2][CH3:3].C(=O)([O-])[O-].[Na+].[Na+].[Br:10][CH2:11][CH2:12][C:13]([C:23]1[CH:28]=[CH:27][CH:26]=[CH:25][CH:24]=1)([C:17]1[CH:22]=[CH:21][CH:20]=[CH:19][CH:18]=1)[C:14](Cl)=[O:15].